This data is from TCR-epitope binding with 47,182 pairs between 192 epitopes and 23,139 TCRs. The task is: Binary Classification. Given a T-cell receptor sequence (or CDR3 region) and an epitope sequence, predict whether binding occurs between them. (1) The epitope is KLGGALQAK. The TCR CDR3 sequence is CASSITGYSEQYF. Result: 1 (the TCR binds to the epitope). (2) The epitope is ALSKGVHFV. The TCR CDR3 sequence is CSASGPGLYYNEQFF. Result: 0 (the TCR does not bind to the epitope).